From a dataset of Retrosynthesis with 50K atom-mapped reactions and 10 reaction types from USPTO. Predict the reactants needed to synthesize the given product. (1) Given the product CS(=O)(=O)OCCn1nccc1NC=O, predict the reactants needed to synthesize it. The reactants are: CS(=O)(=O)Cl.O=CNc1ccnn1CCO. (2) Given the product CC(=O)NOCCCCn1cnc2c(N)nc3c(c21)CCCC3, predict the reactants needed to synthesize it. The reactants are: CC(=O)Cl.NOCCCCn1cnc2c(N)nc3c(c21)CCCC3.